This data is from Forward reaction prediction with 1.9M reactions from USPTO patents (1976-2016). The task is: Predict the product of the given reaction. (1) Given the reactants [CH2:1]([C:3]1[CH:4]=[C:5]([OH:9])[CH:6]=[CH:7][CH:8]=1)[CH3:2].C1(P(C2C=CC=CC=2)C2C=CC=CC=2)C=CC=CC=1.O[C@H:30]([CH3:35])[C:31]([O:33][CH3:34])=[O:32].CC(OC(/N=N/C(OC(C)C)=O)=O)C, predict the reaction product. The product is: [CH2:1]([C:3]1[CH:4]=[C:5]([CH:6]=[CH:7][CH:8]=1)[O:9][C@@H:30]([CH3:35])[C:31]([O:33][CH3:34])=[O:32])[CH3:2]. (2) Given the reactants [Br:1][C:2]1[CH:3]=[C:4]([OH:8])[CH:5]=[N:6][CH:7]=1.[H-].[Na+].[Cl:11][CH2:12][CH2:13][CH2:14]I.[Na+].[Cl-], predict the reaction product. The product is: [Br:1][C:2]1[CH:7]=[N:6][CH:5]=[C:4]([O:8][CH2:14][CH2:13][CH2:12][Cl:11])[CH:3]=1.